From a dataset of Peptide-MHC class II binding affinity with 134,281 pairs from IEDB. Regression. Given a peptide amino acid sequence and an MHC pseudo amino acid sequence, predict their binding affinity value. This is MHC class II binding data. (1) The peptide sequence is FLHATDLLPACDGERPTLAF. The MHC is DRB1_0401 with pseudo-sequence DRB1_0401. The binding affinity (normalized) is 0. (2) The peptide sequence is IFRHWYWQQPYYIVA. The MHC is DRB1_0101 with pseudo-sequence DRB1_0101. The binding affinity (normalized) is 0.709.